Dataset: Catalyst prediction with 721,799 reactions and 888 catalyst types from USPTO. Task: Predict which catalyst facilitates the given reaction. (1) Reactant: Cl.[NH2:2][CH2:3][C:4]([NH:6][CH2:7][CH2:8][CH2:9][CH2:10][C:11]1[CH:16]=[CH:15][CH:14]=[CH:13][CH:12]=1)=[O:5].[C:17](=N)([C:24]1[CH:29]=[CH:28][CH:27]=[CH:26][CH:25]=1)[C:18]1[CH:23]=[CH:22][CH:21]=[CH:20][CH:19]=1. Product: [C:18]1([C:17](=[N:2][CH2:3][C:4]([NH:6][CH2:7][CH2:8][CH2:9][CH2:10][C:11]2[CH:12]=[CH:13][CH:14]=[CH:15][CH:16]=2)=[O:5])[C:24]2[CH:25]=[CH:26][CH:27]=[CH:28][CH:29]=2)[CH:23]=[CH:22][CH:21]=[CH:20][CH:19]=1. The catalyst class is: 2. (2) Reactant: [OH2:1].[C:2]([O:21][CH2:22][C@H:23]1[O:29][C@H:28]([CH2:30][O:31]C(C2C=CC=CC=2)(C2C=CC=CC=2)C2C=CC=CC=2)[C@@H:26]([OH:27])[C@@H:24]1[OH:25])([C:15]1[CH:20]=[CH:19][CH:18]=[CH:17][CH:16]=1)(C1C=CC=CC=1)C1C=CC=CC=1. Product: [C:2]([O:21][C@H:22]1[C@H:26]([O:27][C:2](=[O:21])[C:15]2[CH:20]=[CH:19][CH:18]=[CH:17][CH:16]=2)[C@@H:28]([CH2:30][OH:31])[O:29][C@@H:23]1[CH2:24][OH:25])(=[O:1])[C:15]1[CH:20]=[CH:19][CH:18]=[CH:17][CH:16]=1. The catalyst class is: 15. (3) Reactant: [Cl:1][C:2]1[CH:7]=[CH:6][C:5]([S:8]([CH:11]([C:18]2[CH:23]=[C:22]([F:24])[CH:21]=[CH:20][C:19]=2[F:25])[CH:12]2[CH2:17][CH2:16][NH:15][CH2:14][CH2:13]2)(=[O:10])=[O:9])=[CH:4][CH:3]=1.C(N(CC)CC)C.[F:33][C:34]([F:47])([F:46])[S:35](O[S:35]([C:34]([F:47])([F:46])[F:33])(=[O:37])=[O:36])(=[O:37])=[O:36]. Product: [Cl:1][C:2]1[CH:7]=[CH:6][C:5]([S:8]([CH:11]([C:18]2[CH:23]=[C:22]([F:24])[CH:21]=[CH:20][C:19]=2[F:25])[CH:12]2[CH2:17][CH2:16][N:15]([S:35]([C:34]([F:47])([F:46])[F:33])(=[O:37])=[O:36])[CH2:14][CH2:13]2)(=[O:9])=[O:10])=[CH:4][CH:3]=1. The catalyst class is: 4. (4) Reactant: [C:1]([O-:10])(=[O:9])[C:2]1[C:3](=[CH:5][CH:6]=[CH:7][CH:8]=1)[OH:4].[Na+].[CH3:12][N:13]([CH2:15][CH2:16][CH2:17][N:18]1[C:28]2[CH:29]=[CH:30][CH:31]=[CH:32][C:27]=2[CH2:26][CH2:25][C:24]2[CH:23]=[CH:22][CH:21]=[CH:20][C:19]1=2)[CH3:14].Cl. Product: [CH3:12][N:13]([CH2:15][CH2:16][CH2:17][N:18]1[C:19]2[CH:20]=[CH:21][CH:22]=[CH:23][C:24]=2[CH2:25][CH2:26][C:27]2[CH:32]=[CH:31][CH:30]=[CH:29][C:28]1=2)[CH3:14].[C:1]([O-:10])(=[O:9])[C:2]1[C:3](=[CH:5][CH:6]=[CH:7][CH:8]=1)[OH:4]. The catalyst class is: 6. (5) Reactant: [OH:1][S:2]([OH:5])(=[O:4])=[O:3].[NH2:6][C:7]1[N:11]=[C:10]([SH:12])[NH:9][N:8]=1.OO. Product: [S:2]([OH:5])([OH:4])(=[O:3])=[O:1].[NH2:6][C:7]1[N:11]=[C:10]([S:12][S:12][C:10]2[NH:9][N:8]=[C:7]([NH2:6])[N:11]=2)[NH:9][N:8]=1. The catalyst class is: 6. (6) Reactant: [C:1]([C:4]1[CH:11]=[CH:10][C:7]([C:8]#[N:9])=[CH:6][CH:5]=1)(=[O:3])[CH3:2].C[Si]([N-][Si](C)(C)C)(C)C.[Na+].[C:22](OC(C)(C)C)(=[O:30])[C:23]([O:25][C:26]([CH3:29])([CH3:28])[CH3:27])=[O:24].[Cl-].[NH4+]. Product: [C:26]([O:25][C:23](=[O:24])[C:22](=[O:30])/[CH:2]=[C:1](/[C:4]1[CH:11]=[CH:10][C:7]([C:8]#[N:9])=[CH:6][CH:5]=1)\[OH:3])([CH3:29])([CH3:28])[CH3:27]. The catalyst class is: 7. (7) Reactant: [F:1][C:2]1[C:15]2[O:14][C:13]3[C:8](=[CH:9][C:10]([NH2:16])=[CH:11][CH:12]=3)[C@@:7]3([CH2:21][CH2:20][O:19][C:18]([NH2:22])=[N:17]3)[C:6]=2[CH:5]=[C:4]([O:23]C)[CH:3]=1.B(Br)(Br)Br. Product: [NH2:22][C:18]1[O:19][CH2:20][CH2:21][C@@:7]2([N:17]=1)[C:6]1[CH:5]=[C:4]([OH:23])[CH:3]=[C:2]([F:1])[C:15]=1[O:14][C:13]1[C:8]2=[CH:9][C:10]([NH2:16])=[CH:11][CH:12]=1. The catalyst class is: 2. (8) Reactant: Cl.[F-:2].[F-].[F-].[NH2:5][C:6]1[CH:11]=[CH:10][CH:9]=[CH:8][C:7]=1[N+:12]([O-])=O.[OH-].[NH4+]. Product: [F-:2].[F-:2].[F-:2].[NH2:5][C:6]1[CH:11]=[CH:10][CH:9]=[CH:8][C:7]=1[NH2:12]. The catalyst class is: 8. (9) Reactant: [CH2:1]([N:8]1[CH2:13][CH2:12][C:11]([C:15]2[CH:20]=[CH:19][C:18]([CH2:21][CH2:22][O:23]COC)=[CH:17][CH:16]=2)(O)[CH2:10][CH2:9]1)[C:2]1[CH:7]=[CH:6][CH:5]=[CH:4][CH:3]=1.C1(C)C=CC(S(O)(=O)=O)=CC=1.O.C(=O)(O)[O-].[Na+]. Product: [CH2:1]([N:8]1[CH2:13][CH2:12][C:11]([C:15]2[CH:16]=[CH:17][C:18]([CH2:21][CH2:22][OH:23])=[CH:19][CH:20]=2)=[CH:10][CH2:9]1)[C:2]1[CH:3]=[CH:4][CH:5]=[CH:6][CH:7]=1. The catalyst class is: 11.